From a dataset of Peptide-MHC class I binding affinity with 185,985 pairs from IEDB/IMGT. Regression. Given a peptide amino acid sequence and an MHC pseudo amino acid sequence, predict their binding affinity value. This is MHC class I binding data. (1) The peptide sequence is IHDHGEQLF. The MHC is HLA-B27:05 with pseudo-sequence HLA-B27:05. The binding affinity (normalized) is 0.0847. (2) The peptide sequence is SYFPDSNNV. The MHC is HLA-B27:03 with pseudo-sequence YHTEHREICAKTDEDTLYLNYHDYTWAVLAYEWY. The binding affinity (normalized) is 0.0847. (3) The peptide sequence is AYFPREGVF. The MHC is HLA-A23:01 with pseudo-sequence HLA-A23:01. The binding affinity (normalized) is 0.328. (4) The peptide sequence is RTFSILNRK. The MHC is HLA-A24:03 with pseudo-sequence HLA-A24:03. The binding affinity (normalized) is 0.0847. (5) The peptide sequence is ALFEDYPGC. The MHC is HLA-A26:01 with pseudo-sequence HLA-A26:01. The binding affinity (normalized) is 0.0847. (6) The peptide sequence is GTITGGVCYY. The MHC is HLA-A30:02 with pseudo-sequence HLA-A30:02. The binding affinity (normalized) is 0.755. (7) The peptide sequence is LGEEILSQLY. The MHC is Mamu-B17 with pseudo-sequence Mamu-B17. The binding affinity (normalized) is 0. (8) The peptide sequence is LLWAARPRL. The MHC is HLA-B45:01 with pseudo-sequence HLA-B45:01. The binding affinity (normalized) is 0.